This data is from Reaction yield outcomes from USPTO patents with 853,638 reactions. The task is: Predict the reaction yield, written as a fraction of the theoretical maximum amount of product (1.0 means a 100% yield; for example, 0.34 means a 34% yield). (1) The yield is 0.836. The product is [Cl:1][C:2]1[CH:3]=[C:4]([N+:12]([O-:14])=[O:13])[C:5]([CH3:11])=[C:6]([CH:10]=1)[C:7]([O:9][CH3:15])=[O:8]. The catalyst is CN(C=O)C.C(Cl)Cl. The reactants are [Cl:1][C:2]1[CH:3]=[C:4]([N+:12]([O-:14])=[O:13])[C:5]([CH3:11])=[C:6]([CH:10]=1)[C:7]([OH:9])=[O:8].[C:15](=O)([O-])[O-].[Na+].[Na+].CI.O. (2) The reactants are [O:1]=[C:2]1[CH2:5][CH:4]([C:6]([OH:8])=O)[CH2:3]1.[CH2:9]([NH2:16])[C:10]1[CH:15]=[CH:14][CH:13]=[CH:12][CH:11]=1.C(N(CC)CC)C.F[P-](F)(F)(F)(F)F.N1(O[P+](N(C)C)(N(C)C)N(C)C)C2C=CC=CC=2N=N1. The catalyst is CN(C=O)C. The product is [CH2:9]([NH:16][C:6]([CH:4]1[CH2:3][C:2](=[O:1])[CH2:5]1)=[O:8])[C:10]1[CH:15]=[CH:14][CH:13]=[CH:12][CH:11]=1. The yield is 0.400. (3) The reactants are [C:1]([O:4][C:5]1[C:13]([CH3:14])=[CH:12][C:8]([C:9](O)=[O:10])=[CH:7][C:6]=1[CH3:15])(=[O:3])[CH3:2].C(Cl)(=O)C([Cl:19])=O. The catalyst is ClCCl.CN(C=O)C. The product is [Cl:19][C:9]([C:8]1[CH:12]=[C:13]([CH3:14])[C:5]([O:4][C:1](=[O:3])[CH3:2])=[C:6]([CH3:15])[CH:7]=1)=[O:10]. The yield is 1.00. (4) The reactants are [Cl:1][C:2]1[CH:3]=[CH:4][C:5]([NH:8][C:9](=[O:19])[C:10]2[CH:15]=[CH:14][CH:13]=[CH:12][C:11]=2[N+:16]([O-])=O)=[N:6][CH:7]=1. The catalyst is C1COCC1.C(OCC)(=O)C.[Ni]. The product is [Cl:1][C:2]1[CH:3]=[CH:4][C:5]([NH:8][C:9](=[O:19])[C:10]2[CH:15]=[CH:14][CH:13]=[CH:12][C:11]=2[NH2:16])=[N:6][CH:7]=1. The yield is 0.830. (5) The reactants are Br[C:2]1[CH:3]=[CH:4][C:5]2[C:11]3[S:12][C:13]([C:15]([N:17]([C:19]4[CH:24]=[C:23]([C:25]([N:27]5[CH2:30][C:29]([F:32])([F:31])[CH2:28]5)=[O:26])[CH:22]=[CH:21][C:20]=4[Cl:33])[CH3:18])=[O:16])=[CH:14][C:10]=3[CH2:9][CH2:8][O:7][C:6]=2[CH:34]=1.CC1(C)C2[C:57](=C(P(C3C=CC=CC=3)C3C=CC=CC=3)C=CC=2)[O:56]C2C(P(C3C=CC=CC=3)C3C=CC=CC=3)=CC=CC1=2.[CH3:77][NH2:78].Cl.C([O-])([O-])=O.[Na+].[Na+]. The catalyst is C1(C)C=CC=CC=1.CN(C=O)C.CC([O-])=O.CC([O-])=O.[Pd+2]. The product is [Cl:33][C:20]1[CH:21]=[CH:22][C:23]([C:25]([N:27]2[CH2:30][C:29]([F:32])([F:31])[CH2:28]2)=[O:26])=[CH:24][C:19]=1[N:17]([CH3:18])[C:15]([C:13]1[S:12][C:11]2[C:5]3[CH:4]=[CH:3][C:2]([C:57]([NH:78][CH3:77])=[O:56])=[CH:34][C:6]=3[O:7][CH2:8][CH2:9][C:10]=2[CH:14]=1)=[O:16]. The yield is 0.320.